Regression/Classification. Given a drug SMILES string, predict its toxicity properties. Task type varies by dataset: regression for continuous values (e.g., LD50, hERG inhibition percentage) or binary classification for toxic/non-toxic outcomes (e.g., AMES mutagenicity, cardiotoxicity, hepatotoxicity). Dataset: ames. From a dataset of Ames mutagenicity test results for genotoxicity prediction. (1) The drug is Fc1cnc2ccccc2c1. The result is 0 (non-mutagenic). (2) The compound is N#CC(C#N)=Cc1ccccc1Cl. The result is 1 (mutagenic).